This data is from Forward reaction prediction with 1.9M reactions from USPTO patents (1976-2016). The task is: Predict the product of the given reaction. (1) Given the reactants [CH3:1][O:2][C:3](=[O:30])/[CH:4]=[CH:5]/[C:6]1[CH:7]=[CH:8][C:9]2[O:26][C:13]3([CH2:18][CH2:17][N:16](C(OC(C)(C)C)=O)[CH2:15][CH2:14]3)[N:12]([CH3:27])[C:11](=[O:28])[C:10]=2[CH:29]=1.[ClH:31], predict the reaction product. The product is: [ClH:31].[CH3:1][O:2][C:3](=[O:30])/[CH:4]=[CH:5]/[C:6]1[CH:7]=[CH:8][C:9]2[O:26][C:13]3([CH2:18][CH2:17][NH:16][CH2:15][CH2:14]3)[N:12]([CH3:27])[C:11](=[O:28])[C:10]=2[CH:29]=1. (2) Given the reactants Br[C:2]1[C:12]2[O:11][CH2:10][CH2:9][N:8]([C:13]([O:15][C:16]([CH3:19])([CH3:18])[CH3:17])=[O:14])[CH2:7][C:6]=2[CH:5]=[CH:4][CH:3]=1.[F:20][C:21]([F:32])([F:31])[C:22]1[CH:23]=[C:24](B(O)O)[CH:25]=[CH:26][CH:27]=1.O, predict the reaction product. The product is: [F:20][C:21]([F:32])([F:31])[C:22]1[CH:27]=[C:26]([C:2]2[C:12]3[O:11][CH2:10][CH2:9][N:8]([C:13]([O:15][C:16]([CH3:19])([CH3:18])[CH3:17])=[O:14])[CH2:7][C:6]=3[CH:5]=[CH:4][CH:3]=2)[CH:25]=[CH:24][CH:23]=1. (3) The product is: [F:18][C:19]1[CH:24]=[CH:23][C:22]([S:25]([NH:15][C:13]2[CH:12]=[CH:11][CH:10]=[C:9]([CH2:8][O:7][CH2:6][C:5]3[CH:4]=[CH:3][C:2]([F:1])=[CH:17][CH:16]=3)[N:14]=2)(=[O:26])=[O:27])=[CH:21][C:20]=1[C:29]([F:32])([F:30])[F:31]. Given the reactants [F:1][C:2]1[CH:17]=[CH:16][C:5]([CH2:6][O:7][CH2:8][C:9]2[N:14]=[C:13]([NH2:15])[CH:12]=[CH:11][CH:10]=2)=[CH:4][CH:3]=1.[F:18][C:19]1[CH:24]=[CH:23][C:22]([S:25](Cl)(=[O:27])=[O:26])=[CH:21][C:20]=1[C:29]([F:32])([F:31])[F:30], predict the reaction product.